Dataset: NCI-60 drug combinations with 297,098 pairs across 59 cell lines. Task: Regression. Given two drug SMILES strings and cell line genomic features, predict the synergy score measuring deviation from expected non-interaction effect. (1) Drug 1: CNC(=O)C1=NC=CC(=C1)OC2=CC=C(C=C2)NC(=O)NC3=CC(=C(C=C3)Cl)C(F)(F)F. Drug 2: CN(CC1=CN=C2C(=N1)C(=NC(=N2)N)N)C3=CC=C(C=C3)C(=O)NC(CCC(=O)O)C(=O)O. Cell line: IGROV1. Synergy scores: CSS=40.8, Synergy_ZIP=0.880, Synergy_Bliss=3.94, Synergy_Loewe=-54.2, Synergy_HSA=2.22. (2) Drug 1: COC1=C(C=C2C(=C1)N=CN=C2NC3=CC(=C(C=C3)F)Cl)OCCCN4CCOCC4. Drug 2: CC1CCC2CC(C(=CC=CC=CC(CC(C(=O)C(C(C(=CC(C(=O)CC(OC(=O)C3CCCCN3C(=O)C(=O)C1(O2)O)C(C)CC4CCC(C(C4)OC)OCCO)C)C)O)OC)C)C)C)OC. Cell line: MALME-3M. Synergy scores: CSS=38.1, Synergy_ZIP=2.19, Synergy_Bliss=2.00, Synergy_Loewe=4.65, Synergy_HSA=5.64. (3) Drug 1: CC1C(C(CC(O1)OC2CC(CC3=C2C(=C4C(=C3O)C(=O)C5=C(C4=O)C(=CC=C5)OC)O)(C(=O)C)O)N)O.Cl. Drug 2: C1=NC2=C(N1)C(=S)N=CN2. Cell line: M14. Synergy scores: CSS=14.1, Synergy_ZIP=-11.6, Synergy_Bliss=-16.9, Synergy_Loewe=-17.9, Synergy_HSA=-15.3. (4) Drug 1: CC1=C(C=C(C=C1)C(=O)NC2=CC(=CC(=C2)C(F)(F)F)N3C=C(N=C3)C)NC4=NC=CC(=N4)C5=CN=CC=C5. Drug 2: C1=CN(C=N1)CC(O)(P(=O)(O)O)P(=O)(O)O. Cell line: ACHN. Synergy scores: CSS=-5.15, Synergy_ZIP=2.59, Synergy_Bliss=0.346, Synergy_Loewe=-7.89, Synergy_HSA=-8.32.